From a dataset of Full USPTO retrosynthesis dataset with 1.9M reactions from patents (1976-2016). Predict the reactants needed to synthesize the given product. (1) Given the product [C:32]([O:14][CH:13]1[C:8]([C:5]2[CH:4]=[CH:3][C:2]([F:1])=[CH:7][CH:6]=2)=[CH:9][CH2:10][N:11]([C:15]2[N:20]=[CH:19][N:18]([CH2:21][C:22]3[S:23][C:24]([C:27]([F:28])([F:29])[F:30])=[CH:25][CH:26]=3)[C:17](=[O:31])[N:16]=2)[CH2:12]1)(=[O:34])[CH3:33], predict the reactants needed to synthesize it. The reactants are: [F:1][C:2]1[CH:7]=[CH:6][C:5]([C:8]2[CH:13]([OH:14])[CH2:12][N:11]([C:15]3[N:20]=[CH:19][N:18]([CH2:21][C:22]4[S:23][C:24]([C:27]([F:30])([F:29])[F:28])=[CH:25][CH:26]=4)[C:17](=[O:31])[N:16]=3)[CH2:10][CH:9]=2)=[CH:4][CH:3]=1.[C:32](OC(=O)C)(=[O:34])[CH3:33].C([O-])(=O)C.[Na+]. (2) Given the product [S:22]1[C:27]2[CH:28]=[CH:29][CH:30]=[CH:31][C:26]=2[N:25]([C:2]2[C:7]([CH2:8][N:9]([C:16]3[CH:17]=[N:18][CH:19]=[CH:20][CH:21]=3)[C:10]3[CH:11]=[N:12][CH:13]=[CH:14][CH:15]=3)=[CH:6][CH:5]=[CH:4][N:3]=2)[CH2:24][CH2:23]1, predict the reactants needed to synthesize it. The reactants are: Cl[C:2]1[C:7]([CH2:8][N:9]([C:16]2[CH:17]=[N:18][CH:19]=[CH:20][CH:21]=2)[C:10]2[CH:11]=[N:12][CH:13]=[CH:14][CH:15]=2)=[CH:6][CH:5]=[CH:4][N:3]=1.[S:22]1[C:27]2[CH:28]=[CH:29][CH:30]=[CH:31][C:26]=2[NH:25][CH2:24][CH2:23]1.CC(C)([O-])C.[Na+]. (3) Given the product [NH2:1][C:2]1[CH:3]=[C:4]([CH3:31])[C:5]([O:11][C:12]2[CH:17]=[CH:16][C:15]([OH:18])=[C:14]([CH2:26][CH3:27])[C:13]=2[CH3:29])=[C:6]2[C:10]=1[CH2:9][CH2:8][CH2:7]2, predict the reactants needed to synthesize it. The reactants are: [NH2:1][C:2]1[CH:3]=[C:4]([CH3:31])[C:5]([O:11][C:12]2[C:13]([CH2:29]O)=[C:14]([CH:26](O)[CH3:27])[C:15]([O:18]CC3C=CC=CC=3)=[CH:16][CH:17]=2)=[C:6]2[C:10]=1[CH2:9][CH2:8][CH2:7]2.C([SiH](CC)CC)C.FC(F)(F)C(O)=O. (4) Given the product [CH2:23]([C:25]1[CH:29]=[C:28]([CH2:30][NH:31][C:20]([C:10]2[CH:9]=[C:8]([C:5]3[CH:4]=[CH:3][C:2]([Cl:1])=[CH:7][CH:6]=3)[C:13]([O:14][CH2:15][C:16]([F:19])([F:17])[F:18])=[CH:12][N:11]=2)=[O:22])[O:27][N:26]=1)[CH3:24], predict the reactants needed to synthesize it. The reactants are: [Cl:1][C:2]1[CH:7]=[CH:6][C:5]([C:8]2[C:13]([O:14][CH2:15][C:16]([F:19])([F:18])[F:17])=[CH:12][N:11]=[C:10]([C:20]([OH:22])=O)[CH:9]=2)=[CH:4][CH:3]=1.[CH2:23]([C:25]1[CH:29]=[C:28]([CH2:30][NH2:31])[O:27][N:26]=1)[CH3:24].